This data is from Catalyst prediction with 721,799 reactions and 888 catalyst types from USPTO. The task is: Predict which catalyst facilitates the given reaction. (1) Reactant: [NH2:1][CH2:2][C:3]1([CH2:8][OH:9])[CH2:7][CH2:6][CH2:5][CH2:4]1.[OH-].[Na+].[C:12](O[C:12]([O:14][C:15]([CH3:18])([CH3:17])[CH3:16])=[O:13])([O:14][C:15]([CH3:18])([CH3:17])[CH3:16])=[O:13]. Product: [C:15]([O:14][C:12]([NH:1][CH2:2][C:3]1([CH2:8][OH:9])[CH2:7][CH2:6][CH2:5][CH2:4]1)=[O:13])([CH3:18])([CH3:17])[CH3:16]. The catalyst class is: 7. (2) Reactant: C([O:4][C:5]1[CH:31]=[CH:30][C:8]([CH2:9][N:10]2[C:14]3[CH:15]=[C:16]([O:20][CH2:21][CH2:22][CH2:23][C:24]([O:26][CH2:27]C)=[O:25])[CH:17]=[C:18]([CH3:19])[C:13]=3[N:12]=[C:11]2[CH3:29])=[C:7]([Cl:32])[CH:6]=1)(=O)C.C([O-])([O-])=O.[K+].[K+].Cl. Product: [Cl:32][C:7]1[CH:6]=[C:5]([OH:4])[CH:31]=[CH:30][C:8]=1[CH2:9][N:10]1[C:14]2[CH:15]=[C:16]([O:20][CH2:21][CH2:22][CH2:23][C:24]([O:26][CH3:27])=[O:25])[CH:17]=[C:18]([CH3:19])[C:13]=2[N:12]=[C:11]1[CH3:29]. The catalyst class is: 5. (3) Reactant: C([C@@H]1C(OC)=[N:8][C@@H:7]([C@@H:12]([O:23][CH3:24])[C:13]2[CH:18]=[CH:17][C:16]([C:19]([F:22])([F:21])[F:20])=[CH:15][CH:14]=2)[C:6]([O:25][CH3:26])=N1)(C)C.Cl.C1C[O:31]CC1. Product: [NH2:8][C@@H:7]([C@@H:12]([O:23][CH3:24])[C:13]1[CH:18]=[CH:17][C:16]([C:19]([F:22])([F:21])[F:20])=[CH:15][CH:14]=1)[C:6]([O:25][CH3:26])=[O:31]. The catalyst class is: 23. (4) Reactant: [O:1]1[C:5]2[CH:6]=[CH:7][C:8]([C:10]3[CH:15]=[CH:14][C:13]([C:16]4[N:21]=[C:20]([O:22][CH2:23][CH2:24][CH2:25][CH2:26][CH2:27][O:28][C:29]5[CH:34]=[CH:33][CH:32]=[CH:31][C:30]=5[CH2:35][CH:36]([NH:40]C(OC(C)(C)C)=O)[C:37]([OH:39])=[O:38])[CH:19]=[CH:18][CH:17]=4)=[CH:12][CH:11]=3)=[CH:9][C:4]=2[O:3][CH2:2]1.FC(F)(F)C(O)=O. Product: [NH2:40][CH:36]([CH2:35][C:30]1[CH:31]=[CH:32][CH:33]=[CH:34][C:29]=1[O:28][CH2:27][CH2:26][CH2:25][CH2:24][CH2:23][O:22][C:20]1[CH:19]=[CH:18][CH:17]=[C:16]([C:13]2[CH:12]=[CH:11][C:10]([C:8]3[CH:7]=[CH:6][C:5]4[O:1][CH2:2][O:3][C:4]=4[CH:9]=3)=[CH:15][CH:14]=2)[N:21]=1)[C:37]([OH:39])=[O:38]. The catalyst class is: 2. (5) Reactant: Br[CH2:2][C:3]([C:5]1[CH:6]=[C:7]([C:11]2[CH:16]=[CH:15][CH:14]=[CH:13][C:12]=2[O:17][C:18]([F:21])([F:20])[F:19])[CH:8]=[CH:9][CH:10]=1)=O.[CH3:22][CH2:23][O:24][C:25]([C:27]([NH2:29])=[S:28])=[O:26]. Product: [F:19][C:18]([F:21])([F:20])[O:17][C:12]1[CH:13]=[CH:14][CH:15]=[CH:16][C:11]=1[C:7]1[CH:8]=[CH:9][CH:10]=[C:5]([C:3]2[N:29]=[C:27]([C:25]([O:24][CH2:23][CH3:22])=[O:26])[S:28][CH:2]=2)[CH:6]=1. The catalyst class is: 8. (6) Reactant: N1C=CC=CC=1.Cl[C:8]([O:10][CH2:11][Cl:12])=[O:9].[OH:13][C:14]1[CH:19]=[CH:18][C:17]([NH:20][C:21](=[O:23])[CH3:22])=[CH:16][CH:15]=1. Product: [C:8](=[O:9])([O:10][CH2:11][Cl:12])[O:13][C:14]1[CH:15]=[CH:16][C:17]([NH:20][C:21](=[O:23])[CH3:22])=[CH:18][CH:19]=1. The catalyst class is: 266. (7) Reactant: C1(C)C=CC(S([NH:10][N:11]=[CH:12][C:13](Cl)=[O:14])(=O)=O)=CC=1.[F:17][C:18]1[CH:19]=[C:20]([NH:28][C:29](=[O:38])[O:30][CH2:31][C:32]2[CH:37]=[CH:36][CH:35]=[CH:34][CH:33]=2)[CH:21]=[CH:22][C:23]=1/[CH:24]=[CH:25]/[CH2:26][OH:27].CN(C)C1C=CC=CC=1.C(N(CC)CC)C. Product: [N+:11](=[CH:12][C:13]([O:27][CH2:26]/[CH:25]=[CH:24]/[C:23]1[CH:22]=[CH:21][C:20]([NH:28][C:29]([O:30][CH2:31][C:32]2[CH:37]=[CH:36][CH:35]=[CH:34][CH:33]=2)=[O:38])=[CH:19][C:18]=1[F:17])=[O:14])=[N-:10]. The catalyst class is: 4.